Dataset: Catalyst prediction with 721,799 reactions and 888 catalyst types from USPTO. Task: Predict which catalyst facilitates the given reaction. (1) Reactant: [OH-].[Li+].[Cl:3][C:4]1[CH:9]=[CH:8][C:7]([C:10]([NH:12][C@@H:13]([CH:18]2[CH2:23][CH2:22][CH2:21][CH2:20][CH2:19]2)[C:14]([O:16]C)=[O:15])=[O:11])=[C:6]([NH:24][C:25]([NH:27][C:28]2[C:33]([CH3:34])=[CH:32][CH:31]=[CH:30][C:29]=2[CH3:35])=[O:26])[CH:5]=1.CO.Cl. Product: [Cl:3][C:4]1[CH:9]=[CH:8][C:7]([C:10]([NH:12][C@@H:13]([CH:18]2[CH2:23][CH2:22][CH2:21][CH2:20][CH2:19]2)[C:14]([OH:16])=[O:15])=[O:11])=[C:6]([NH:24][C:25]([NH:27][C:28]2[C:33]([CH3:34])=[CH:32][CH:31]=[CH:30][C:29]=2[CH3:35])=[O:26])[CH:5]=1. The catalyst class is: 90. (2) Reactant: [C:1]([CH2:3][C:4]1[C:12]2[C:7](=[CH:8][CH:9]=[CH:10][C:11]=2[N+:13]([O-])=O)[N:6]([CH2:16][C:17]([O:19][C:20]([CH3:23])([CH3:22])[CH3:21])=[O:18])[CH:5]=1)#[N:2]. Product: [NH2:13][C:11]1[CH:10]=[CH:9][CH:8]=[C:7]2[C:12]=1[C:4]([CH2:3][C:1]#[N:2])=[CH:5][N:6]2[CH2:16][C:17]([O:19][C:20]([CH3:21])([CH3:22])[CH3:23])=[O:18]. The catalyst class is: 50.